From a dataset of TCR-epitope binding with 47,182 pairs between 192 epitopes and 23,139 TCRs. Binary Classification. Given a T-cell receptor sequence (or CDR3 region) and an epitope sequence, predict whether binding occurs between them. The epitope is HLVDFQVTI. The TCR CDR3 sequence is CASSPTGGPGELFF. Result: 0 (the TCR does not bind to the epitope).